This data is from Full USPTO retrosynthesis dataset with 1.9M reactions from patents (1976-2016). The task is: Predict the reactants needed to synthesize the given product. (1) Given the product [Cl:27][C:26]1[C:21]([N:7]([CH2:6][C:5]2[CH:32]=[CH:33][C:2]([C:35]3[S:34][CH:38]=[CH:37][CH:36]=3)=[CH:3][CH:4]=2)[S:8]([C:11]2[CH:20]=[CH:19][C:14]([C:15]([OH:17])=[O:16])=[CH:13][CH:12]=2)(=[O:10])=[O:9])=[N:22][CH:23]=[C:24]([C:28]([F:31])([F:30])[F:29])[CH:25]=1, predict the reactants needed to synthesize it. The reactants are: Br[C:2]1[CH:33]=[CH:32][C:5]([CH2:6][N:7]([C:21]2[C:26]([Cl:27])=[CH:25][C:24]([C:28]([F:31])([F:30])[F:29])=[CH:23][N:22]=2)[S:8]([C:11]2[CH:20]=[CH:19][C:14]([C:15]([O:17]C)=[O:16])=[CH:13][CH:12]=2)(=[O:10])=[O:9])=[CH:4][CH:3]=1.[S:34]1[CH:38]=[CH:37][C:36](B(O)O)=[CH:35]1. (2) Given the product [CH:1]1([C:7]2[N:12]3[N:13]=[CH:14][C:15]([C:16]#[N:17])=[C:11]3[N:10]=[CH:9][C:8]=2[C:18]2[CH:19]=[CH:20][C:21]([O:24][CH2:32][C:28]3[S:27][C:26]([CH3:25])=[N:30][C:29]=3[CH3:31])=[CH:22][CH:23]=2)[CH2:2][CH2:3][CH2:4][CH2:5][CH2:6]1, predict the reactants needed to synthesize it. The reactants are: [CH:1]1([C:7]2[N:12]3[N:13]=[CH:14][C:15]([C:16]#[N:17])=[C:11]3[N:10]=[CH:9][C:8]=2[C:18]2[CH:23]=[CH:22][C:21]([OH:24])=[CH:20][CH:19]=2)[CH2:6][CH2:5][CH2:4][CH2:3][CH2:2]1.[CH3:25][C:26]1[S:27][C:28]([CH2:32]O)=[C:29]([CH3:31])[N:30]=1.C1(P(C2C=CC=CC=2)C2C=CC=CC=2)C=CC=CC=1.N(C(OC(C)C)=O)=NC(OC(C)C)=O. (3) Given the product [CH2:12]=[C:8]1[CH2:9][CH2:10][C:5]2([O:4][CH2:3][CH2:2][O:1]2)[CH2:6][CH2:7]1, predict the reactants needed to synthesize it. The reactants are: [O:1]1[C:5]2([CH2:10][CH2:9][C:8](=O)[CH2:7][CH2:6]2)[O:4][CH2:3][CH2:2]1.[CH:12]1C=CC=CC=1.C(OCC)C. (4) Given the product [Cl:22][C:23]1[CH:28]=[C:27]([C:29]([F:30])([F:31])[F:32])[CH:26]=[CH:25][C:24]=1[C:2]1[CH:11]=[CH:10][CH:9]=[C:8]2[C:3]=1[CH:4]=[CH:5][C:6]([S:12]([NH:15][C:16]1[CH:21]=[CH:20][N:19]=[CH:18][N:17]=1)(=[O:14])=[O:13])=[CH:7]2, predict the reactants needed to synthesize it. The reactants are: Br[C:2]1[CH:11]=[CH:10][CH:9]=[C:8]2[C:3]=1[CH:4]=[CH:5][C:6]([S:12]([NH:15][C:16]1[CH:21]=[CH:20][N:19]=[CH:18][N:17]=1)(=[O:14])=[O:13])=[CH:7]2.[Cl:22][C:23]1[CH:28]=[C:27]([C:29]([F:32])([F:31])[F:30])[CH:26]=[CH:25][C:24]=1B(O)O.P([O-])([O-])([O-])=O.[K+].[K+].[K+]. (5) The reactants are: [NH2:1][C:2]1[CH:7]=[CH:6][CH:5]=[CH:4][CH:3]=1.[Cl:8][CH2:9][CH2:10][CH2:11]I.C([O-])([O-])=O.[Cs+].[Cs+]. Given the product [Cl:8][CH2:9][CH2:10][CH2:11][NH:1][C:2]1[CH:7]=[CH:6][CH:5]=[CH:4][CH:3]=1, predict the reactants needed to synthesize it. (6) Given the product [C:1]([C:5]1[CH:10]=[CH:9][C:8]([N+:11]([O-:13])=[O:12])=[CH:7][C:6]=1[O:14][CH2:27][CH2:28][N:29]1[CH2:34][CH2:33][CH2:32][CH2:31][CH2:30]1)([CH3:4])([CH3:2])[CH3:3], predict the reactants needed to synthesize it. The reactants are: [C:1]([C:5]1[CH:10]=[CH:9][C:8]([N+:11]([O-:13])=[O:12])=[CH:7][C:6]=1[OH:14])([CH3:4])([CH3:3])[CH3:2].C([O-])([O-])=O.[K+].[K+].CC(C)=O.Cl.Cl[CH2:27][CH2:28][N:29]1[CH2:34][CH2:33][CH2:32][CH2:31][CH2:30]1. (7) Given the product [CH3:1][O:2][C:3](=[O:12])[CH2:4][C:5]1[CH:10]=[CH:9][C:8]([C:58]2[CH:59]=[CH:60][C:55]([C:52]([CH2:53][CH3:54])([C:71]3[CH:76]=[CH:75][C:74]([CH2:77][CH2:78][C:79]4([OH:85])[CH2:84][CH2:83][CH2:82][CH2:81][CH2:80]4)=[C:73]([CH3:86])[CH:72]=3)[CH2:50][CH3:51])=[CH:56][C:57]=2[CH3:70])=[CH:7][CH:6]=1, predict the reactants needed to synthesize it. The reactants are: [CH3:1][O:2][C:3](=[O:12])[CH2:4][C:5]1[CH:10]=[CH:9][C:8](Br)=[CH:7][CH:6]=1.C1(P(C2CCCCC2)C2C=CC=CC=2C2C(OC)=CC=CC=2OC)CCCCC1.P([O-])([O-])([O-])=O.[K+].[K+].[K+].[CH2:50]([C:52]([C:71]1[CH:76]=[CH:75][C:74]([CH2:77][CH2:78][C:79]2([OH:85])[CH2:84][CH2:83][CH2:82][CH2:81][CH2:80]2)=[C:73]([CH3:86])[CH:72]=1)([C:55]1[CH:60]=[CH:59][C:58](B2OC(C)(C)C(C)(C)O2)=[C:57]([CH3:70])[CH:56]=1)[CH2:53][CH3:54])[CH3:51].[Cl-].[NH4+].